Dataset: HIV replication inhibition screening data with 41,000+ compounds from the AIDS Antiviral Screen. Task: Binary Classification. Given a drug SMILES string, predict its activity (active/inactive) in a high-throughput screening assay against a specified biological target. (1) The molecule is CC(=O)N(CC(=O)C(=O)NNc1ccoc1)c1ccc(Cl)cc1. The result is 0 (inactive). (2) The drug is Cc1cc(=O)oc2c(CNC(C)C(=O)O)c(O)ccc12. The result is 0 (inactive).